The task is: Regression. Given two drug SMILES strings and cell line genomic features, predict the synergy score measuring deviation from expected non-interaction effect.. This data is from NCI-60 drug combinations with 297,098 pairs across 59 cell lines. (1) Drug 1: CC1=C2C(C(=O)C3(C(CC4C(C3C(C(C2(C)C)(CC1OC(=O)C(C(C5=CC=CC=C5)NC(=O)C6=CC=CC=C6)O)O)OC(=O)C7=CC=CC=C7)(CO4)OC(=O)C)O)C)OC(=O)C. Drug 2: C1CNP(=O)(OC1)N(CCCl)CCCl. Cell line: HCC-2998. Synergy scores: CSS=56.6, Synergy_ZIP=-3.03, Synergy_Bliss=-4.96, Synergy_Loewe=-66.3, Synergy_HSA=-4.52. (2) Drug 1: C(=O)(N)NO. Drug 2: C1CCC(C(C1)N)N.C(=O)(C(=O)[O-])[O-].[Pt+4]. Cell line: OVCAR-4. Synergy scores: CSS=5.18, Synergy_ZIP=-6.62, Synergy_Bliss=-2.19, Synergy_Loewe=-10.1, Synergy_HSA=-0.897. (3) Synergy scores: CSS=22.4, Synergy_ZIP=-3.47, Synergy_Bliss=-6.52, Synergy_Loewe=-7.04, Synergy_HSA=-6.18. Drug 1: C1=CC(=CC=C1CCC2=CNC3=C2C(=O)NC(=N3)N)C(=O)NC(CCC(=O)O)C(=O)O. Cell line: U251. Drug 2: CC1C(C(=O)NC(C(=O)N2CCCC2C(=O)N(CC(=O)N(C(C(=O)O1)C(C)C)C)C)C(C)C)NC(=O)C3=C4C(=C(C=C3)C)OC5=C(C(=O)C(=C(C5=N4)C(=O)NC6C(OC(=O)C(N(C(=O)CN(C(=O)C7CCCN7C(=O)C(NC6=O)C(C)C)C)C)C(C)C)C)N)C. (4) Drug 1: C1=C(C(=O)NC(=O)N1)F. Drug 2: CC1=C2C(C(=O)C3(C(CC4C(C3C(C(C2(C)C)(CC1OC(=O)C(C(C5=CC=CC=C5)NC(=O)C6=CC=CC=C6)O)O)OC(=O)C7=CC=CC=C7)(CO4)OC(=O)C)O)C)OC(=O)C. Cell line: UO-31. Synergy scores: CSS=23.8, Synergy_ZIP=-8.98, Synergy_Bliss=-8.97, Synergy_Loewe=-5.43, Synergy_HSA=-5.12. (5) Drug 1: C1C(C(OC1N2C=NC3=C2NC=NCC3O)CO)O. Drug 2: CC1CCCC2(C(O2)CC(NC(=O)CC(C(C(=O)C(C1O)C)(C)C)O)C(=CC3=CSC(=N3)C)C)C. Cell line: SNB-19. Synergy scores: CSS=40.3, Synergy_ZIP=2.44, Synergy_Bliss=0.0235, Synergy_Loewe=-25.4, Synergy_HSA=-1.46. (6) Drug 1: C1CN(CCN1C(=O)CCBr)C(=O)CCBr. Drug 2: CC12CCC3C(C1CCC2OP(=O)(O)O)CCC4=C3C=CC(=C4)OC(=O)N(CCCl)CCCl.[Na+]. Cell line: OVCAR-5. Synergy scores: CSS=17.1, Synergy_ZIP=-11.1, Synergy_Bliss=-9.91, Synergy_Loewe=-10.7, Synergy_HSA=-8.38. (7) Drug 1: CN1CCC(CC1)COC2=C(C=C3C(=C2)N=CN=C3NC4=C(C=C(C=C4)Br)F)OC. Drug 2: CC1C(C(CC(O1)OC2CC(OC(C2O)C)OC3=CC4=CC5=C(C(=O)C(C(C5)C(C(=O)C(C(C)O)O)OC)OC6CC(C(C(O6)C)O)OC7CC(C(C(O7)C)O)OC8CC(C(C(O8)C)O)(C)O)C(=C4C(=C3C)O)O)O)O. Cell line: RXF 393. Synergy scores: CSS=14.2, Synergy_ZIP=0.104, Synergy_Bliss=7.27, Synergy_Loewe=9.34, Synergy_HSA=8.24. (8) Drug 1: CCC1=C2CN3C(=CC4=C(C3=O)COC(=O)C4(CC)O)C2=NC5=C1C=C(C=C5)O. Drug 2: CCCCC(=O)OCC(=O)C1(CC(C2=C(C1)C(=C3C(=C2O)C(=O)C4=C(C3=O)C=CC=C4OC)O)OC5CC(C(C(O5)C)O)NC(=O)C(F)(F)F)O. Cell line: KM12. Synergy scores: CSS=40.0, Synergy_ZIP=-1.29, Synergy_Bliss=1.37, Synergy_Loewe=-2.37, Synergy_HSA=0.934.